Task: Regression. Given a peptide amino acid sequence and an MHC pseudo amino acid sequence, predict their binding affinity value. This is MHC class II binding data.. Dataset: Peptide-MHC class II binding affinity with 134,281 pairs from IEDB The MHC is DRB1_0401 with pseudo-sequence DRB1_0401. The peptide sequence is YCYLATVSDLSTKAA. The binding affinity (normalized) is 0.846.